From a dataset of Forward reaction prediction with 1.9M reactions from USPTO patents (1976-2016). Predict the product of the given reaction. Given the reactants C([O:8][C:9](=[O:43])[C@H:10]([CH2:28][CH2:29][CH2:30][CH2:31][NH:32][C:33]([O:35][CH2:36][C:37]1[CH:42]=[CH:41][CH:40]=[CH:39][CH:38]=1)=[O:34])[N:11]([CH2:24][CH:25]([CH3:27])[CH3:26])[S:12]([C:15]1[C:20]([CH3:21])=[CH:19][C:18]([CH3:22])=[CH:17][C:16]=1[CH3:23])(=[O:14])=[O:13])C1C=CC=CC=1.[CH:44]1[C:56]2C(COC(ON3C(=O)CCC3=O)=O)C3[C:49](=CC=CC=3)[C:48]=2[CH:47]=[CH:46][CH:45]=1, predict the reaction product. The product is: [CH2:24]([N:11]([S:12]([C:15]1[C:20]([CH3:21])=[CH:19][C:18]([CH3:22])=[CH:17][C:16]=1[CH3:23])(=[O:13])=[O:14])[C@H:10]([C:9]([OH:8])=[O:43])[CH2:28][CH2:29][CH2:30][CH2:31][NH:32][C:33]([O:35][CH2:36][CH:37]1[C:38]2[CH:39]=[CH:40][CH:41]=[CH:42][C:49]=2[C:48]2[C:47]1=[CH:46][CH:45]=[CH:44][CH:56]=2)=[O:34])[CH:25]([CH3:27])[CH3:26].